Dataset: Catalyst prediction with 721,799 reactions and 888 catalyst types from USPTO. Task: Predict which catalyst facilitates the given reaction. Reactant: [NH2:1][CH2:2][CH:3]([OH:21])[CH2:4][N:5]1[C:11]2[CH:12]=[CH:13][CH:14]=[CH:15][C:10]=2[CH2:9][CH2:8][C:7]2[CH:16]=[CH:17][C:18]([Cl:20])=[CH:19][C:6]1=2.C(N(CC)CC)C.[Cl:29][C:30]1[CH:35]=[CH:34][C:33]([S:36](Cl)(=[O:38])=[O:37])=[CH:32][CH:31]=1.[Na+].[Cl-]. Product: [Cl:29][C:30]1[CH:35]=[CH:34][C:33]([S:36]([NH:1][CH2:2][CH:3]([OH:21])[CH2:4][N:5]2[C:11]3[CH:12]=[CH:13][CH:14]=[CH:15][C:10]=3[CH2:9][CH2:8][C:7]3[CH:16]=[CH:17][C:18]([Cl:20])=[CH:19][C:6]2=3)(=[O:38])=[O:37])=[CH:32][CH:31]=1. The catalyst class is: 3.